This data is from Reaction yield outcomes from USPTO patents with 853,638 reactions. The task is: Predict the reaction yield, written as a fraction of the theoretical maximum amount of product (1.0 means a 100% yield; for example, 0.34 means a 34% yield). (1) The reactants are Cl[C:2]1[N:6]([CH3:7])[N:5]=[CH:4][C:3]=1[N+:8]([O-:10])=[O:9].NC1C=NN(C)C=1[N:17]1[CH2:23][CH2:22]C[CH:20]([NH:24][C:25](=[O:31])[O:26][C:27]([CH3:30])([CH3:29])[CH3:28])[CH2:19][CH2:18]1.N1(C(OC(C)(C)C)=O)CCCNCC1.CCN(C(C)C)C(C)C. The catalyst is CCO. The product is [CH3:7][N:6]1[C:2]([N:17]2[CH2:18][CH2:19][CH2:20][N:24]([C:25]([O:26][C:27]([CH3:28])([CH3:29])[CH3:30])=[O:31])[CH2:22][CH2:23]2)=[C:3]([N+:8]([O-:10])=[O:9])[CH:4]=[N:5]1. The yield is 0.704. (2) The yield is 0.360. The product is [NH2:5][C:6]([NH:8][C:9]1[NH:10][C:11]([C:19]2[CH:24]=[CH:23][CH:22]=[C:21]([Cl:25])[CH:20]=2)=[C:12]([CH2:17][NH:2][CH3:1])[C:13]=1[C:14]([NH2:16])=[O:15])=[O:7]. The catalyst is O1CCCC1.CC(C)=O. The reactants are [CH3:1][NH2:2].CO.[NH2:5][C:6]([NH:8][C:9]1[NH:10][C:11]([C:19]2[CH:24]=[CH:23][CH:22]=[C:21]([Cl:25])[CH:20]=2)=[C:12]([CH:17]=O)[C:13]=1[C:14]([NH2:16])=[O:15])=[O:7].[BH4-].[Na+].